This data is from Reaction yield outcomes from USPTO patents with 853,638 reactions. The task is: Predict the reaction yield, written as a fraction of the theoretical maximum amount of product (1.0 means a 100% yield; for example, 0.34 means a 34% yield). (1) The catalyst is CN(C=O)C. The reactants are [OH:1][C:2]1[C:9]([CH3:10])=[CH:8][C:5]([CH:6]=[O:7])=[CH:4][C:3]=1[CH3:11].C([O-])([O-])=O.[K+].[K+].Br[CH2:19][CH2:20][NH:21][C:22]1[CH:26]=[CH:25][O:24][N:23]=1. The yield is 0.320. The product is [O:24]1[CH:25]=[CH:26][C:22]([NH:21][CH2:20][CH2:19][O:1][C:2]2[C:3]([CH3:11])=[CH:4][C:5]([CH:6]=[O:7])=[CH:8][C:9]=2[CH3:10])=[N:23]1. (2) The product is [CH2:1]([C:3]1[CH:8]=[C:7]([CH:6]=[C:5]([CH3:9])[C:4]=1[OH:10])[CH:21]=[O:23])[CH3:2]. The catalyst is O. The yield is 0.790. The reactants are [CH2:1]([C:3]1[CH:8]=[CH:7][CH:6]=[C:5]([CH3:9])[C:4]=1[OH:10])[CH3:2].C1N2CN3CN(C2)CN1C3.[C:21](O)(=[O:23])C. (3) The reactants are CS[C:3]1[NH:8][C:7](=[O:9])[CH:6]=[CH:5][N:4]=1.[Cl:10][C:11]1[CH:12]=[C:13]([CH:15]=[CH:16][CH:17]=1)[NH2:14]. The catalyst is COCCOCCOC. The product is [Cl:10][C:11]1[CH:12]=[C:13]([NH:14][C:3]2[NH:8][C:7](=[O:9])[CH:6]=[CH:5][N:4]=2)[CH:15]=[CH:16][CH:17]=1. The yield is 0.660. (4) The reactants are [CH3:1][C:2]1[CH:3]=[C:4]([C:19]2[S:23][C:22]([C:24]3(O)[CH2:29][CH2:28][S:27][CH2:26][CH2:25]3)=[N:21][CH:20]=2)[CH:5]=[C:6]([NH:8][C:9]2[N:14]=[C:13]([C:15]([F:18])([F:17])[F:16])[CH:12]=[CH:11][N:10]=2)[CH:7]=1.CCO.COCCN(S(F)(F)[F:44])CCOC. The catalyst is C(Cl)Cl.O. The product is [F:44][C:24]1([C:22]2[S:23][C:19]([C:4]3[CH:5]=[C:6]([NH:8][C:9]4[N:14]=[C:13]([C:15]([F:18])([F:16])[F:17])[CH:12]=[CH:11][N:10]=4)[CH:7]=[C:2]([CH3:1])[CH:3]=3)=[CH:20][N:21]=2)[CH2:25][CH2:26][S:27][CH2:28][CH2:29]1. The yield is 0.740. (5) The reactants are C([NH:5][S:6]([C:9]1[CH:14]=[CH:13][CH:12]=[C:11]([C:15]2[N:16]=[CH:17][N:18]([C:20]3[N:25]=[C:24]([C:26]([F:29])([F:28])[F:27])[CH:23]=[C:22]([C:30]4[CH:35]=[CH:34][C:33]([C:36]([F:39])([F:38])[F:37])=[C:32]([CH3:40])[CH:31]=4)[N:21]=3)[CH:19]=2)[CH:10]=1)(=[O:8])=[O:7])(C)(C)C.C(O)(C(F)(F)F)=O. The catalyst is ClCCl. The product is [CH3:40][C:32]1[CH:31]=[C:30]([C:22]2[CH:23]=[C:24]([C:26]([F:27])([F:28])[F:29])[N:25]=[C:20]([N:18]3[CH:19]=[C:15]([C:11]4[CH:10]=[C:9]([S:6]([NH2:5])(=[O:8])=[O:7])[CH:14]=[CH:13][CH:12]=4)[N:16]=[CH:17]3)[N:21]=2)[CH:35]=[CH:34][C:33]=1[C:36]([F:39])([F:38])[F:37]. The yield is 0.150. (6) The reactants are [CH3:1][O:2][N:3]=[C:4]1[CH2:8][N:7]([C:9]([O:11]C(C)(C)C)=O)[C@H:6]([C:16]([O:18][CH3:19])=[O:17])[CH2:5]1.[CH3:20][C:21]1[C:22]([C:27]2[CH:35]=[CH:34][C:30](C(O)=O)=[CH:29][CH:28]=2)=[N:23][CH:24]=[CH:25][CH:26]=1. No catalyst specified. The product is [CH3:1][O:2][N:3]=[C:4]1[CH2:8][N:7]([C:9](=[O:11])[C:30]2[CH:34]=[CH:35][C:27]([C:22]3[C:21]([CH3:20])=[CH:26][CH:25]=[CH:24][N:23]=3)=[CH:28][CH:29]=2)[C@H:6]([C:16]([O:18][CH3:19])=[O:17])[CH2:5]1. The yield is 0.500. (7) The reactants are [F:1][C:2]1[CH:7]=[C:6]([F:8])[CH:5]=[CH:4][C:3]=1[C:9]1([C:12]([F:23])([F:22])[C:13]2[CH:18]=[CH:17][C:16]([O:19][CH:20]=[CH2:21])=[CH:15][N:14]=2)CO1.C[Si](C)(C)[C:26](F)([F:28])[F:27].[I-].[Na+].N#N.[C:36]([O-:39])(O)=O.[Na+]. The catalyst is C1COCC1.[Cl-].[Na+].O. The product is [F:27][C:26]1([F:28])[CH2:21][CH:20]1[O:19][C:16]1[CH:17]=[CH:18][C:13]([C:12]([C:9]2([C:3]3[CH:4]=[CH:5][C:6]([F:8])=[CH:7][C:2]=3[F:1])[CH2:36][O:39]2)([F:22])[F:23])=[N:14][CH:15]=1. The yield is 0.820. (8) The reactants are [N+:1]([C:4]1[CH:5]=[C:6]([NH2:10])[CH:7]=[CH:8][CH:9]=1)([O-:3])=[O:2].[N:11]([O-])=O.[Na+].[Cl:15][Sn]Cl.O. The catalyst is O.Cl. The product is [ClH:15].[N+:1]([C:4]1[CH:5]=[C:6]([NH:10][NH2:11])[CH:7]=[CH:8][CH:9]=1)([O-:3])=[O:2]. The yield is 0.730.